Predict the product of the given reaction. From a dataset of Forward reaction prediction with 1.9M reactions from USPTO patents (1976-2016). (1) Given the reactants [CH2:1]([C:5]1[NH:6][C:7]([CH2:10][C:11]#[N:12])=[N:8][N:9]=1)[CH:2]([CH3:4])[CH3:3].C([O:15][C:16](=O)[CH:17]([C:21]1[CH:26]=[CH:25][CH:24]=[CH:23][CH:22]=1)[C:18]([CH3:20])=O)C.C([O-])(=O)C.[NH4+], predict the reaction product. The product is: [CH2:1]([C:5]1[NH:6][C:7]2=[C:10]([C:11]#[N:12])[C:18]([CH3:20])=[C:17]([C:21]3[CH:26]=[CH:25][CH:24]=[CH:23][CH:22]=3)[C:16](=[O:15])[N:8]2[N:9]=1)[CH:2]([CH3:4])[CH3:3]. (2) The product is: [CH:1]1([CH2:6][N:7]([CH2:21][CH3:22])[C:8]2[C:9]([CH2:16][OH:17])=[N:10][C:11]([O:14][CH3:15])=[CH:12][CH:13]=2)[CH2:2][CH2:3][CH2:4][CH2:5]1. Given the reactants [CH:1]1([CH2:6][N:7]([CH2:21][CH3:22])[C:8]2[C:9]([CH2:16][O:17]COC)=[N:10][C:11]([O:14][CH3:15])=[CH:12][CH:13]=2)[CH2:5][CH2:4][CH2:3][CH2:2]1.Cl.[OH-].[Na+], predict the reaction product. (3) The product is: [Br:1][C:2]1[C:3](=[O:29])[N:4]([C:19]2[C:24]([F:25])=[CH:23][C:22](/[CH:26]=[CH:27]/[CH2:33][OH:34])=[CH:21][C:20]=2[F:28])[C:5]([CH3:18])=[CH:6][C:7]=1[O:8][CH2:9][C:10]1[CH:15]=[CH:14][C:13]([F:16])=[CH:12][C:11]=1[F:17]. Given the reactants [Br:1][C:2]1[C:3](=[O:29])[N:4]([C:19]2[C:24]([F:25])=[CH:23][C:22]([CH:26]=[CH2:27])=[CH:21][C:20]=2[F:28])[C:5]([CH3:18])=[CH:6][C:7]=1[O:8][CH2:9][C:10]1[CH:15]=[CH:14][C:13]([F:16])=[CH:12][C:11]=1[F:17].C(O)/C=C/[CH2:33][OH:34].C(#N)C.O, predict the reaction product. (4) Given the reactants C[O-].[Na+].CO.Cl.[NH2:7][C:8]([NH2:10])=[NH:9].Cl[C:12]([C:14]1[C:18]([CH3:19])=[CH:17][N:16]([C:20]2[C:29]3[C:24](=[CH:25][CH:26]=[CH:27][CH:28]=3)[N:23]=[CH:22][CH:21]=2)[CH:15]=1)=[O:13], predict the reaction product. The product is: [NH:9]([C:12]([C:14]1[C:18]([CH3:19])=[CH:17][N:16]([C:20]2[C:29]3[C:24](=[CH:25][CH:26]=[CH:27][CH:28]=3)[N:23]=[CH:22][CH:21]=2)[CH:15]=1)=[O:13])[C:8]([NH2:10])=[NH:7]. (5) Given the reactants Br[C:2]1[CH:3]=[CH:4][C:5]2[N:11]3[C:12]([CH3:15])=[N:13][N:14]=[C:10]3[C@H:9]([CH3:16])[CH2:8][N:7]([C:17]3[CH:22]=[CH:21][C:20]([Cl:23])=[CH:19][N:18]=3)[C:6]=2[CH:24]=1.CC1(C)C(C)(C)OB([C:33]2[CH:34]=[CH:35][C:36](=[O:39])[NH:37][CH:38]=2)O1.C(=O)([O-])[O-].[Cs+].[Cs+], predict the reaction product. The product is: [Cl:23][C:20]1[CH:21]=[CH:22][C:17]([N:7]2[CH2:8][C@@H:9]([CH3:16])[C:10]3=[N:14][N:13]=[C:12]([CH3:15])[N:11]3[C:5]3[CH:4]=[CH:3][C:2]([C:33]4[CH:34]=[CH:35][C:36](=[O:39])[NH:37][CH:38]=4)=[CH:24][C:6]2=3)=[N:18][CH:19]=1. (6) Given the reactants [Cl:1][CH2:2][CH2:3][O:4][CH2:5][C:6](Cl)=[O:7].[NH2:9][C:10]1[CH:15]=[N:14][C:13]([Br:16])=[CH:12][N:11]=1.C(N(CC)CC)C.C(OCC)(=O)C, predict the reaction product. The product is: [Br:16][C:13]1[N:14]=[CH:15][C:10]([NH:9][C:6](=[O:7])[CH2:5][O:4][CH2:3][CH2:2][Cl:1])=[N:11][CH:12]=1. (7) Given the reactants [N:1]1([C:7]2[N:12]=[CH:11][NH:10][C:9](=[O:13])[CH:8]=2)[CH2:6][CH2:5][NH:4][CH2:3][CH2:2]1.[OH:14][C:15]1[CH:22]=[CH:21][C:20]([O:23][C:24]([F:27])([F:26])[F:25])=[CH:19][C:16]=1[CH:17]=O, predict the reaction product. The product is: [OH:14][C:15]1[CH:22]=[CH:21][C:20]([O:23][C:24]([F:25])([F:26])[F:27])=[CH:19][C:16]=1[CH2:17][N:4]1[CH2:5][CH2:6][N:1]([C:7]2[N:12]=[CH:11][NH:10][C:9](=[O:13])[CH:8]=2)[CH2:2][CH2:3]1. (8) Given the reactants [N:1]([O-])=O.[Na+].[F:5][C:6]1[CH:12]=[C:11]([O:13][CH2:14][CH2:15][N:16]2[CH2:21][CH2:20][O:19][CH2:18][CH2:17]2)[CH:10]=[CH:9][C:7]=1[NH2:8].O.O.[Sn](Cl)Cl.[OH-].[Na+], predict the reaction product. The product is: [F:5][C:6]1[CH:12]=[C:11]([O:13][CH2:14][CH2:15][N:16]2[CH2:21][CH2:20][O:19][CH2:18][CH2:17]2)[CH:10]=[CH:9][C:7]=1[NH:8][NH2:1]. (9) Given the reactants [CH3:1][C:2]1[C:3]([S:12]([CH3:15])(=[O:14])=[O:13])=[CH:4][C:5]([N+:9]([O-])=O)=[C:6]([OH:8])[CH:7]=1.CCOC(C)=O, predict the reaction product. The product is: [NH2:9][C:5]1[CH:4]=[C:3]([S:12]([CH3:15])(=[O:14])=[O:13])[C:2]([CH3:1])=[CH:7][C:6]=1[OH:8].